Dataset: Forward reaction prediction with 1.9M reactions from USPTO patents (1976-2016). Task: Predict the product of the given reaction. Given the reactants C(O)(C(F)(F)F)=O.C([O:12][C:13](=[O:35])[CH2:14][C@@H:15]([C:20]([N:22]1[C@H:26]([CH2:27][C:28]2[CH:33]=[CH:32][CH:31]=[CH:30][CH:29]=2)[CH2:25][O:24][C:23]1=[O:34])=[O:21])[C:16]([CH3:19])([CH3:18])[CH3:17])(C)(C)C, predict the reaction product. The product is: [CH2:27]([C@@H:26]1[CH2:25][O:24][C:23](=[O:34])[N:22]1[C:20]([C@@H:15]([C:16]([CH3:19])([CH3:18])[CH3:17])[CH2:14][C:13]([OH:35])=[O:12])=[O:21])[C:28]1[CH:33]=[CH:32][CH:31]=[CH:30][CH:29]=1.